The task is: Predict the product of the given reaction.. This data is from Forward reaction prediction with 1.9M reactions from USPTO patents (1976-2016). (1) Given the reactants C([N:8]1[CH2:13][CH2:12][N:11]([CH2:14][CH2:15][C:16]2[CH:17]=[C:18]3[C:22](=[CH:23][CH:24]=2)[NH:21][CH:20]=[C:19]3[S:25]([C:28]2[CH:33]=[CH:32][CH:31]=[CH:30][CH:29]=2)(=[O:27])=[O:26])[CH2:10][CH2:9]1)C1C=CC=CC=1.[Cl:34]C(OC(Cl)=O)C.Cl.C(OCC)C, predict the reaction product. The product is: [ClH:34].[C:28]1([S:25]([C:19]2[C:18]3[C:22](=[CH:23][CH:24]=[C:16]([CH2:15][CH2:14][N:11]4[CH2:12][CH2:13][NH:8][CH2:9][CH2:10]4)[CH:17]=3)[NH:21][CH:20]=2)(=[O:26])=[O:27])[CH:29]=[CH:30][CH:31]=[CH:32][CH:33]=1. (2) Given the reactants [CH3:1][O:2][C:3]1[CH:4]=[C:5]2[C:10](=[CH:11][C:12]=1[O:13][CH3:14])[N:9]=[CH:8][CH:7]=[C:6]2[O:15][C:16]1[C:22]([CH3:23])=[CH:21][C:19]([NH2:20])=[C:18]([CH3:24])[CH:17]=1.ClC(Cl)(O[C:29](=[O:35])[O:30][C:31](Cl)(Cl)Cl)Cl.[Cl:37][C:38]1[CH:43]=[CH:42][CH:41]=[CH:40][C:39]=1CO.C(=O)(O)[O-].[Na+], predict the reaction product. The product is: [CH3:1][O:2][C:3]1[CH:4]=[C:5]2[C:10](=[CH:11][C:12]=1[O:13][CH3:14])[N:9]=[CH:8][CH:7]=[C:6]2[O:15][C:16]1[C:22]([CH3:23])=[CH:21][C:19]([NH:20][C:29](=[O:35])[O:30][CH2:31][C:39]2[CH:40]=[CH:41][CH:42]=[CH:43][C:38]=2[Cl:37])=[C:18]([CH3:24])[CH:17]=1. (3) Given the reactants [CH3:1][N:2]([CH2:4][C:5]1[CH:14]=[CH:13][C:8]([C:9](OC)=[O:10])=[CH:7][CH:6]=1)[CH3:3].O.[NH2:16][NH2:17], predict the reaction product. The product is: [CH3:1][N:2]([CH2:4][C:5]1[CH:14]=[CH:13][C:8]([C:9]([NH:16][NH2:17])=[O:10])=[CH:7][CH:6]=1)[CH3:3]. (4) Given the reactants [Li]CCCC.[CH3:6][C:7]([CH3:12])([CH3:11])[CH:8]1[O:10][CH2:9]1.[PH:13]([C:18]([CH3:21])([CH3:20])[CH3:19])[C:14]([CH3:17])([CH3:16])[CH3:15].[NH4+].[Cl-].[OH:24]O, predict the reaction product. The product is: [P:13]([CH2:9][CH:8]([OH:10])[C:7]([CH3:12])([CH3:11])[CH3:6])([C:18]([CH3:21])([CH3:20])[CH3:19])([C:14]([CH3:17])([CH3:16])[CH3:15])=[O:24]. (5) Given the reactants [N+:1]([CH2:4][CH2:5][CH2:6][C:7]1[CH:12]=[CH:11][CH:10]=[CH:9][CH:8]=1)([O-:3])=[O:2].[C:13](Cl)(=[O:21])[CH2:14][CH2:15][CH2:16][CH2:17][CH2:18][CH2:19][CH3:20], predict the reaction product. The product is: [N+:1]([CH2:4][CH2:5][CH2:6][C:7]1[CH:12]=[CH:11][C:10]([C:13](=[O:21])[CH2:14][CH2:15][CH2:16][CH2:17][CH2:18][CH2:19][CH3:20])=[CH:9][CH:8]=1)([O-:3])=[O:2]. (6) Given the reactants [CH3:1][O:2][C:3]1[CH:8]=[C:7]([CH3:9])[CH:6]=[C:5]([CH3:10])[C:4]=1[C:11]1[N:16]2[N:17]=[C:18]([S:21][CH3:22])[C:19]([NH2:20])=[C:15]2[CH:14]=[CH:13][CH:12]=1.CC(C)([O-])C.[Na+].O.Br[C:31]1[CH:36]=[CH:35][CH:34]=[CH:33][N:32]=1, predict the reaction product. The product is: [CH3:1][O:2][C:3]1[CH:8]=[C:7]([CH3:9])[CH:6]=[C:5]([CH3:10])[C:4]=1[C:11]1[N:16]2[N:17]=[C:18]([S:21][CH3:22])[C:19]([NH:20][C:31]3[CH:36]=[CH:35][CH:34]=[CH:33][N:32]=3)=[C:15]2[CH:14]=[CH:13][CH:12]=1. (7) Given the reactants [Cl:1][C:2]1[C:3]([CH3:21])=[CH:4][C:5]([NH:8][C:9]2[O:10][C@:11]3([CH2:19][N:20]=2)[CH:16]2[CH2:17][CH2:18][N:13]([CH2:14][CH2:15]2)[CH2:12]3)=[N:6][CH:7]=1.C1C=C(Cl)C=C(C(OO)=[O:30])C=1, predict the reaction product. The product is: [Cl:1][C:2]1[C:3]([CH3:21])=[CH:4][C:5]([NH:8][C:9]2[O:10][C@:11]3([CH2:19][N:20]=2)[CH:16]2[CH2:17][CH2:18][N+:13]([O-:30])([CH2:14][CH2:15]2)[CH2:12]3)=[N:6][CH:7]=1.